From a dataset of Full USPTO retrosynthesis dataset with 1.9M reactions from patents (1976-2016). Predict the reactants needed to synthesize the given product. (1) Given the product [CH2:20]([C:19]([C:16]1[CH:17]=[CH:18][C:13]([C:11]2[CH:12]=[C:7]([CH2:6][C:5]([OH:40])=[O:4])[CH:8]=[N:9][CH:10]=2)=[C:14]([CH3:39])[CH:15]=1)([C:22]1[CH:27]=[CH:26][C:25]([O:28][CH2:29][CH:30]([OH:35])[C:31]([CH3:33])([CH3:34])[CH3:32])=[C:24]([CH3:36])[CH:23]=1)[CH2:37][CH3:38])[CH3:21], predict the reactants needed to synthesize it. The reactants are: [OH-].[Na+].C[O:4][C:5](=[O:40])[CH2:6][C:7]1[CH:8]=[N:9][CH:10]=[C:11]([C:13]2[CH:18]=[CH:17][C:16]([C:19]([CH2:37][CH3:38])([C:22]3[CH:27]=[CH:26][C:25]([O:28][CH2:29][CH:30]([OH:35])[C:31]([CH3:34])([CH3:33])[CH3:32])=[C:24]([CH3:36])[CH:23]=3)[CH2:20][CH3:21])=[CH:15][C:14]=2[CH3:39])[CH:12]=1.[Cl-].[NH4+]. (2) Given the product [CH2:15]([N:22]1[CH2:27][CH2:26][C:25]([F:33])([C:28]([O:30][CH2:31][CH3:32])=[O:29])[CH2:24][CH2:23]1)[C:16]1[CH:17]=[CH:18][CH:19]=[CH:20][CH:21]=1, predict the reactants needed to synthesize it. The reactants are: CCN(C(C)C)C(C)C.[Li]CCCC.[CH2:15]([N:22]1[CH2:27][CH2:26][CH:25]([C:28]([O:30][CH2:31][CH3:32])=[O:29])[CH2:24][CH2:23]1)[C:16]1[CH:21]=[CH:20][CH:19]=[CH:18][CH:17]=1.[F:33]N(S(C1C=CC=CC=1)(=O)=O)S(C1C=CC=CC=1)(=O)=O. (3) Given the product [CH3:11][NH:10][C:7]1[CH:8]=[CH:9][C:4]([C:3]([O:2][CH3:1])=[O:15])=[CH:5][C:6]=1[NH2:12], predict the reactants needed to synthesize it. The reactants are: [CH3:1][O:2][C:3](=[O:15])[C:4]1[CH:9]=[CH:8][C:7]([NH:10][CH3:11])=[C:6]([N+:12]([O-])=O)[CH:5]=1.C([O-])=O.[NH4+]. (4) Given the product [C:39]([O:38][C:37]([N:36]([C:32]1[C:33]2[C:28](=[CH:27][C:26]([NH:25][C@H:12]3[C:10](=[O:11])[N:9]([CH3:51])[CH2:8][C:6]4[CH:7]=[C:2]([CH:3]=[CH:4][C:5]=4[S:52]([CH:55]4[CH2:56][CH2:57]4)(=[O:53])=[O:54])[NH:1][C:58](=[O:59])[O:23][CH2:22][C@H:19]([CH2:20][F:21])[C:16]4[CH:17]=[CH:18][C:13]3=[CH:14][C:15]=4[CH3:24])=[CH:35][CH:34]=2)[CH:29]=[CH:30][N:31]=1)[C:44](=[O:45])[O:46][C:47]([CH3:48])([CH3:49])[CH3:50])=[O:43])([CH3:42])([CH3:41])[CH3:40], predict the reactants needed to synthesize it. The reactants are: [NH2:1][C:2]1[CH:3]=[CH:4][C:5]([S:52]([CH:55]2[CH2:57][CH2:56]2)(=[O:54])=[O:53])=[C:6]([CH2:8][N:9]([CH3:51])[C:10]([CH:12]([NH:25][C:26]2[CH:27]=[C:28]3[C:33](=[CH:34][CH:35]=2)[C:32]([N:36]([C:44]([O:46][C:47]([CH3:50])([CH3:49])[CH3:48])=[O:45])[C:37](=[O:43])[O:38][C:39]([CH3:42])([CH3:41])[CH3:40])=[N:31][CH:30]=[CH:29]3)[C:13]2[CH:18]=[CH:17][C:16]([C@H:19]([CH2:22][OH:23])[CH2:20][F:21])=[C:15]([CH3:24])[CH:14]=2)=[O:11])[CH:7]=1.[C:58](Cl)(Cl)=[O:59]. (5) The reactants are: [CH2:1]1[C:9]2[C:4](=[CH:5][CH:6]=[CH:7][CH:8]=2)[CH2:3][CH:2]1[C:10](=[O:18])[CH2:11][C:12]1[CH:17]=[CH:16][CH:15]=[CH:14][CH:13]=1.[C:19](OCC)(=[O:25])[C:20]([O:22][CH2:23][CH3:24])=[O:21].[O-]CC.[Na+].Cl. Given the product [CH2:1]1[C:9]2[C:4](=[CH:5][CH:6]=[CH:7][CH:8]=2)[CH2:3][CH:2]1[C:10](=[O:18])[CH:11]([C:12]1[CH:17]=[CH:16][CH:15]=[CH:14][CH:13]=1)[C:19](=[O:25])[C:20]([O:22][CH2:23][CH3:24])=[O:21], predict the reactants needed to synthesize it. (6) Given the product [C:20]([C:9]1([N:5]2[CH2:6][CH2:7][CH:2]([OH:1])[CH2:3][CH2:4]2)[CH2:14][CH2:13][N:12]([C:15]([O:17][CH2:18][CH3:19])=[O:16])[CH2:11][CH2:10]1)#[N:21], predict the reactants needed to synthesize it. The reactants are: [OH:1][CH:2]1[CH2:7][CH2:6][NH:5][CH2:4][CH2:3]1.O=[C:9]1[CH2:14][CH2:13][N:12]([C:15]([O:17][CH2:18][CH3:19])=[O:16])[CH2:11][CH2:10]1.[C-:20]#[N:21].C([Al+]CC)C. (7) Given the product [C:46]([O:45][C:44]([NH:43][CH2:42][CH2:41][O:40][C:39]1[CH:38]=[C:37]([CH3:54])[C:36]([C:5]2[CH:4]=[CH:3][C:2]([F:1])=[C:10]3[C:6]=2[CH2:7][CH2:8][C@H:9]3[O:11][C:12]2[CH:25]=[CH:24][C:15]3[C@H:16]([CH2:19][C:20]([O:22][CH3:23])=[O:21])[CH2:17][O:18][C:14]=3[CH:13]=2)=[C:52]([CH3:53])[CH:51]=1)=[O:50])([CH3:49])([CH3:48])[CH3:47], predict the reactants needed to synthesize it. The reactants are: [F:1][C:2]1[CH:3]=[CH:4][C:5](B2OC(C)(C)C(C)(C)O2)=[C:6]2[C:10]=1[C@H:9]([O:11][C:12]1[CH:25]=[CH:24][C:15]3[C@H:16]([CH2:19][C:20]([O:22][CH3:23])=[O:21])[CH2:17][O:18][C:14]=3[CH:13]=1)[CH2:8][CH2:7]2.Br[C:36]1[C:52]([CH3:53])=[CH:51][C:39]([O:40][CH2:41][CH2:42][NH:43][C:44](=[O:50])[O:45][C:46]([CH3:49])([CH3:48])[CH3:47])=[CH:38][C:37]=1[CH3:54].BrC1C=CC(F)=C2C=1CC[C@H]2OC1C=CC2[C@H](CC(OC)=O)COC=2C=1. (8) Given the product [C:1]1([C:7]([C:17]2[CH:22]=[CH:21][C:20]([CH:23]=[CH:24][C:25]([NH:40][S:37]([C:33]3[CH:34]=[CH:35][CH:36]=[C:31]([N+:28]([O-:30])=[O:29])[CH:32]=3)(=[O:38])=[O:39])=[O:26])=[CH:19][CH:18]=2)=[C:8]([C:11]2[CH:16]=[CH:15][CH:14]=[CH:13][CH:12]=2)[CH2:9][CH3:10])[CH:2]=[CH:3][CH:4]=[CH:5][CH:6]=1, predict the reactants needed to synthesize it. The reactants are: [C:1]1(/[C:7](/[C:17]2[CH:22]=[CH:21][C:20]([CH:23]=[CH:24][C:25](O)=[O:26])=[CH:19][CH:18]=2)=[C:8](/[C:11]2[CH:16]=[CH:15][CH:14]=[CH:13][CH:12]=2)\[CH2:9][CH3:10])[CH:6]=[CH:5][CH:4]=[CH:3][CH:2]=1.[N+:28]([C:31]1[CH:32]=[C:33]([S:37]([NH2:40])(=[O:39])=[O:38])[CH:34]=[CH:35][CH:36]=1)([O-:30])=[O:29]. (9) Given the product [CH3:8][NH:9][C:10]([N:27]1[C:28]([CH3:30])=[CH:29][C:25]([O:24][C:14]2[C:15]([Cl:23])=[CH:16][C:17]([C:19]([F:22])([F:20])[F:21])=[CH:18][C:13]=2[Cl:12])=[N:26]1)=[O:11], predict the reactants needed to synthesize it. The reactants are: C(N(CC)CC)C.[CH3:8][N:9]=[C:10]=[O:11].[Cl:12][C:13]1[CH:18]=[C:17]([C:19]([F:22])([F:21])[F:20])[CH:16]=[C:15]([Cl:23])[C:14]=1[O:24][C:25]1[CH:29]=[C:28]([CH3:30])[NH:27][N:26]=1.Cl.